From a dataset of HIV replication inhibition screening data with 41,000+ compounds from the AIDS Antiviral Screen. Binary Classification. Given a drug SMILES string, predict its activity (active/inactive) in a high-throughput screening assay against a specified biological target. (1) The drug is Nc1nnnc2[nH]cnc12. The result is 0 (inactive). (2) The compound is S=C(NCCSSCCNC(=S)Nc1ccccc1)Nc1ccccc1. The result is 0 (inactive). (3) The molecule is CC(C)C#CC(O)(C(=O)OC1C2CCN(CC2)C1C)C1CCCCC1. The result is 0 (inactive). (4) The compound is CCCCCCCCCCCCCCCCOC1N(C2CC(N=[N+]=[N-])C(CO)O2)C(=O)NC(=O)C1(C)Br. The result is 0 (inactive). (5) The drug is Cc1ccc(C(=O)C(=C(S)Nc2cccc(C)c2)[n+]2ccccc2)cc1. The result is 0 (inactive). (6) The drug is CCOc1ccc(C(C)=NNC(N)=S)cc1. The result is 0 (inactive).